From a dataset of Full USPTO retrosynthesis dataset with 1.9M reactions from patents (1976-2016). Predict the reactants needed to synthesize the given product. (1) The reactants are: [N:1]1([CH2:10][CH2:11][CH2:12][CH2:13][N:14]2[C:18](=[O:19])[CH2:17][O:16][C:15]2=[O:20])[C:9]2[C:4](=[CH:5][CH:6]=[CH:7][CH:8]=2)[CH:3]=[CH:2]1.[CH3:21][NH2:22].ClCCl.CO. Given the product [N:1]1([CH2:10][CH2:11][CH2:12][CH2:13][NH:14][C:15](=[O:20])[O:16][CH2:17][C:18]([NH:22][CH3:21])=[O:19])[C:9]2[C:4](=[CH:5][CH:6]=[CH:7][CH:8]=2)[CH:3]=[CH:2]1, predict the reactants needed to synthesize it. (2) Given the product [NH2:22][C:16]1[CH:15]=[C:14]([O:13][C:3]2[CH:4]=[C:5]([CH:11]=[CH:12][C:2]=2[Cl:1])[C:6]([O:8][CH2:9][CH3:10])=[O:7])[CH:19]=[CH:18][N:17]=1, predict the reactants needed to synthesize it. The reactants are: [Cl:1][C:2]1[CH:12]=[CH:11][C:5]([C:6]([O:8][CH2:9][CH3:10])=[O:7])=[CH:4][C:3]=1[O:13][C:14]1[CH:19]=[CH:18][N:17]=[C:16](Cl)[CH:15]=1.C(=O)(OC(C)(C)C)[NH2:22].P([O-])([O-])([O-])=O.[K+].[K+].[K+].CC1(C)C2C=CC=C(P(C3C=CC=CC=3)C3C=CC=CC=3)C=2OC2C1=CC=CC=2P(C1C=CC=CC=1)C1C=CC=CC=1. (3) Given the product [CH:25]1([NH:28][C:15]([C:12]2[C:8]3[CH:7]=[CH:6][C:5]([OH:4])=[CH:14][C:9]=3[S:10][C:11]=2[CH3:13])=[O:19])[CH2:27][CH2:26]1, predict the reactants needed to synthesize it. The reactants are: C([O:4][C:5]1[CH:6]=[CH:7][C:8]2[CH:12]=[C:11]([CH3:13])[S:10][C:9]=2[CH:14]=1)(=O)C.[C:15](Cl)(=[O:19])C(Cl)=O.[Al+3].[Cl-].[Cl-].[Cl-].[CH:25]1([NH2:28])[CH2:27][CH2:26]1. (4) Given the product [CH3:17][C:18]1([CH2:24][C:25]([O:27][CH3:28])=[O:26])[CH2:23][CH2:22][N:21]([C:2]2[CH:7]=[CH:6][C:5]([N+:8]([O-:10])=[O:9])=[CH:4][N:3]=2)[CH2:20][CH2:19]1, predict the reactants needed to synthesize it. The reactants are: Cl[C:2]1[CH:7]=[CH:6][C:5]([N+:8]([O-:10])=[O:9])=[CH:4][N:3]=1.C(=O)([O-])[O-].[Na+].[Na+].[CH3:17][C:18]1([CH2:24][C:25]([O:27][CH3:28])=[O:26])[CH2:23][CH2:22][NH:21][CH2:20][CH2:19]1.O. (5) Given the product [CH3:9][C:10]1([CH3:15])[CH2:14][CH2:13][CH2:12][N:11]1[C:2]1[N:7]=[C:6]([NH2:8])[CH:5]=[CH:4][CH:3]=1, predict the reactants needed to synthesize it. The reactants are: F[C:2]1[N:7]=[C:6]([NH2:8])[CH:5]=[CH:4][CH:3]=1.[CH3:9][C:10]1([CH3:15])[CH2:14][CH2:13][CH2:12][NH:11]1. (6) Given the product [CH3:1][O:2][C:3]1[CH:4]=[CH:5][C:6]([CH:9]([N:14]2[CH2:19][CH2:18][CH2:17][CH2:16][CH2:15]2)[C:10]([O-:12])=[O:11])=[CH:7][CH:8]=1.[Li+:22], predict the reactants needed to synthesize it. The reactants are: [CH3:1][O:2][C:3]1[CH:8]=[CH:7][C:6]([CH:9]([N:14]2[CH2:19][CH2:18][CH2:17][CH2:16][CH2:15]2)[C:10]([O:12]C)=[O:11])=[CH:5][CH:4]=1.O.[OH-].[Li+:22].